From a dataset of Full USPTO retrosynthesis dataset with 1.9M reactions from patents (1976-2016). Predict the reactants needed to synthesize the given product. (1) Given the product [Cl:34][C:30]1[CH:31]=[C:32]2[C:27](=[CH:28][CH:29]=1)[NH:26][C:25]([S:22]([N:19]1[CH2:20][CH2:21][N:16]([C:14]([C:11]3[N:10]=[CH:9][C:8]([C:38]4[CH:39]=[CH:40][N:35]=[CH:36][CH:37]=4)=[CH:13][N:12]=3)=[O:15])[CH2:17][CH2:18]1)(=[O:24])=[O:23])=[CH:33]2, predict the reactants needed to synthesize it. The reactants are: C(COC)OC.Br[C:8]1[CH:9]=[N:10][C:11]([C:14]([N:16]2[CH2:21][CH2:20][N:19]([S:22]([C:25]3[NH:26][C:27]4[C:32]([CH:33]=3)=[CH:31][C:30]([Cl:34])=[CH:29][CH:28]=4)(=[O:24])=[O:23])[CH2:18][CH2:17]2)=[O:15])=[N:12][CH:13]=1.[N:35]1[CH:40]=[CH:39][C:38](OB(O)O)=[CH:37][CH:36]=1.[F-].[Cs+]. (2) Given the product [N:23]1([CH2:22][CH2:21][N:17]2[C:16]3[CH:30]=[CH:31][C:13]([CH2:12][CH2:11][CH2:10][OH:9])=[CH:14][C:15]=3[S:19][C:18]2=[O:20])[CH2:24][CH2:25][CH2:26][CH2:27][CH2:28][CH2:29]1, predict the reactants needed to synthesize it. The reactants are: C([O:9][CH2:10][CH2:11][CH2:12][C:13]1[CH:31]=[CH:30][C:16]2[N:17]([CH2:21][CH2:22][N:23]3[CH2:29][CH2:28][CH2:27][CH2:26][CH2:25][CH2:24]3)[C:18](=[O:20])[S:19][C:15]=2[CH:14]=1)(=O)C1C=CC=CC=1.[OH-].[Na+].